Dataset: Peptide-MHC class I binding affinity with 185,985 pairs from IEDB/IMGT. Task: Regression. Given a peptide amino acid sequence and an MHC pseudo amino acid sequence, predict their binding affinity value. This is MHC class I binding data. The peptide sequence is RPEMQEFEY. The MHC is HLA-B53:01 with pseudo-sequence HLA-B53:01. The binding affinity (normalized) is 0.740.